Dataset: Reaction yield outcomes from USPTO patents with 853,638 reactions. Task: Predict the reaction yield, written as a fraction of the theoretical maximum amount of product (1.0 means a 100% yield; for example, 0.34 means a 34% yield). (1) The reactants are I[C:2]1[C:10]2[C:5](=[N:6][CH:7]=[C:8]([C:11]3[CH:12]=[C:13]([CH:28]=[CH:29][CH:30]=3)[CH2:14][CH:15]3[CH2:20][CH2:19][N:18]([C:21]([O:23][C:24]([CH3:27])([CH3:26])[CH3:25])=[O:22])[CH2:17][CH2:16]3)[CH:9]=2)[N:4]([S:31]([C:34]2[CH:40]=[CH:39][C:37]([CH3:38])=[CH:36][CH:35]=2)(=[O:33])=[O:32])[CH:3]=1.[CH2:41]([N:49]1[CH:53]=[C:52](B2OC(C)(C)C(C)(C)O2)[CH:51]=[N:50]1)[CH2:42][C:43]1[CH:48]=[CH:47][CH:46]=[CH:45][CH:44]=1.C(=O)([O-])[O-].[Na+].[Na+]. The catalyst is C1(C)C=CC=CC=1.C(O)C.O.Cl[Pd](Cl)([P](C1C=CC=CC=1)(C1C=CC=CC=1)C1C=CC=CC=1)[P](C1C=CC=CC=1)(C1C=CC=CC=1)C1C=CC=CC=1. The product is [CH2:41]([N:49]1[CH:53]=[C:52]([C:2]2[C:10]3[C:5](=[N:6][CH:7]=[C:8]([C:11]4[CH:12]=[C:13]([CH:28]=[CH:29][CH:30]=4)[CH2:14][CH:15]4[CH2:16][CH2:17][N:18]([C:21]([O:23][C:24]([CH3:26])([CH3:25])[CH3:27])=[O:22])[CH2:19][CH2:20]4)[CH:9]=3)[N:4]([S:31]([C:34]3[CH:40]=[CH:39][C:37]([CH3:38])=[CH:36][CH:35]=3)(=[O:33])=[O:32])[CH:3]=2)[CH:51]=[N:50]1)[CH2:42][C:43]1[CH:44]=[CH:45][CH:46]=[CH:47][CH:48]=1. The yield is 0.841. (2) The reactants are [O:1]=[C:2]1[C:11]2[C:6](=[CH:7][CH:8]=[C:9]([C:12]([O:14][CH3:15])=[O:13])[CH:10]=2)[CH:5]=[CH:4][NH:3]1.C(=O)([O-])[O-].[Cs+].[Cs+].[Br:22][CH2:23][C:24]1[CH:29]=[CH:28][CH:27]=[C:26]([CH2:30]Br)[CH:25]=1. The catalyst is CN(C=O)C.O. The product is [Br:22][CH2:23][C:24]1[CH:25]=[C:26]([CH:27]=[CH:28][CH:29]=1)[CH2:30][N:3]1[CH:4]=[CH:5][C:6]2[C:11](=[CH:10][C:9]([C:12]([O:14][CH3:15])=[O:13])=[CH:8][CH:7]=2)[C:2]1=[O:1]. The yield is 0.420.